Dataset: Forward reaction prediction with 1.9M reactions from USPTO patents (1976-2016). Task: Predict the product of the given reaction. (1) Given the reactants [CH3:1][O:2][C:3]1[CH:12]=[C:11]2[C:6]([CH:7]=[C:8]([C:13]3[CH:18]=[CH:17][C:16]([O:19][CH3:20])=[CH:15][C:14]=3[N+:21]([O-])=O)[CH2:9][CH2:10]2)=[CH:5][CH:4]=1.[Cl-].[NH4+].O, predict the reaction product. The product is: [CH3:20][O:19][C:16]1[CH:17]=[CH:18][C:13]([C:8]2[CH2:9][CH2:10][C:11]3[C:6](=[CH:5][CH:4]=[C:3]([O:2][CH3:1])[CH:12]=3)[CH:7]=2)=[C:14]([NH2:21])[CH:15]=1. (2) The product is: [C:48]1([C:51]2[CH:52]=[CH:53][CH:54]=[CH:55][CH:56]=2)[CH:47]=[CH:46][C:45]([CH2:44][C@@H:43]([NH:57][C:11]([C:4]2[N:3]=[C:2]([OH:1])[N:7]=[C:6]([C:8]([OH:10])=[O:9])[CH:5]=2)=[O:13])[CH2:42][C@H:41]([C:40]([O:39][CH2:37][CH3:38])=[O:59])[CH3:58])=[CH:50][CH:49]=1. Given the reactants [OH:1][C:2]1[N:7]=[C:6]([C:8]([OH:10])=[O:9])[CH:5]=[C:4]([C:11]([OH:13])=O)[N:3]=1.C1C=CC2N(O)N=NC=2C=1.CCN=C=NCCCN(C)C.Cl.Cl.[CH2:37]([O:39][C:40](=[O:59])[C@H:41]([CH3:58])[CH2:42][C@H:43]([NH2:57])[CH2:44][C:45]1[CH:50]=[CH:49][C:48]([C:51]2[CH:56]=[CH:55][CH:54]=[CH:53][CH:52]=2)=[CH:47][CH:46]=1)[CH3:38].C(N(CC)CC)C, predict the reaction product. (3) Given the reactants Cl[C:2]1[CH:7]=[CH:6][N:5]2[C:8](=[O:22])[N:9]([CH2:11][C:12]3[CH:13]=[N:14][C:15]([C:18]([F:21])([F:20])[F:19])=[CH:16][CH:17]=3)[N:10]=[C:4]2[C:3]=1[C:23]1[CH:28]=[CH:27][N:26]=[CH:25][CH:24]=1.[Cl:29][C:30]1[CH:35]=[CH:34][C:33](B(O)O)=[CH:32][CH:31]=1, predict the reaction product. The product is: [Cl:29][C:30]1[CH:35]=[CH:34][C:33]([C:2]2[CH:7]=[CH:6][N:5]3[C:8](=[O:22])[N:9]([CH2:11][C:12]4[CH:13]=[N:14][C:15]([C:18]([F:19])([F:20])[F:21])=[CH:16][CH:17]=4)[N:10]=[C:4]3[C:3]=2[C:23]2[CH:28]=[CH:27][N:26]=[CH:25][CH:24]=2)=[CH:32][CH:31]=1. (4) Given the reactants [F:1][C:2]1[CH:9]=[CH:8][C:7]([O:10][CH3:11])=[CH:6][C:3]=1C=O.C1([OH:18])C=CC=CC=1.Br[CH2:20][CH:21]([O:24][CH3:25])[O:22][CH3:23].C(=O)([O-])[O-].[K+].[K+], predict the reaction product. The product is: [CH3:23][O:22][CH:21]([O:24][CH3:25])[CH2:20][O:18][C:3]1[CH:6]=[C:7]([O:10][CH3:11])[CH:8]=[CH:9][C:2]=1[F:1].